From a dataset of NCI-60 drug combinations with 297,098 pairs across 59 cell lines. Regression. Given two drug SMILES strings and cell line genomic features, predict the synergy score measuring deviation from expected non-interaction effect. Drug 1: C1CN1C2=NC(=NC(=N2)N3CC3)N4CC4. Drug 2: COCCOC1=C(C=C2C(=C1)C(=NC=N2)NC3=CC=CC(=C3)C#C)OCCOC.Cl. Cell line: UACC62. Synergy scores: CSS=22.4, Synergy_ZIP=-1.08, Synergy_Bliss=-1.38, Synergy_Loewe=-15.0, Synergy_HSA=-1.07.